Predict the product of the given reaction. From a dataset of Forward reaction prediction with 1.9M reactions from USPTO patents (1976-2016). (1) Given the reactants [Br:1][C:2]1[CH:3]=[C:4]([CH:8]([CH3:11])[C:9]#[N:10])[CH:5]=[CH:6][CH:7]=1.[CH2:12](N)[CH2:13][NH2:14], predict the reaction product. The product is: [Br:1][C:2]1[CH:3]=[C:4]([CH:8]([C:9]2[NH:14][CH2:13][CH2:12][N:10]=2)[CH3:11])[CH:5]=[CH:6][CH:7]=1. (2) Given the reactants Cl[C:2]1[N:10]=[C:9]2[C:5]([N:6]=[C:7]([CH2:12][CH2:13][N:14]3[CH2:19][CH2:18][N:17]([CH:20]4[CH2:25][CH2:24][O:23][CH2:22][CH2:21]4)[CH2:16][CH2:15]3)[N:8]2[CH3:11])=[C:4]([N:26]2[CH2:31][CH2:30][O:29][CH2:28][CH2:27]2)[N:3]=1.[CH2:32]([C:34]1[NH:35][C:36]2[CH:42]=[CH:41][CH:40]=[CH:39][C:37]=2[N:38]=1)[CH3:33].CC(C1C=C(C(C)C)C(C2C=CC=CC=2P(C2CCCCC2)C2CCCCC2)=C(C(C)C)C=1)C.C([O-])([O-])=O.[Cs+].[Cs+], predict the reaction product. The product is: [CH2:32]([C:34]1[N:35]([C:2]2[N:10]=[C:9]3[C:5]([N:6]=[C:7]([CH2:12][CH2:13][N:14]4[CH2:19][CH2:18][N:17]([CH:20]5[CH2:21][CH2:22][O:23][CH2:24][CH2:25]5)[CH2:16][CH2:15]4)[N:8]3[CH3:11])=[C:4]([N:26]3[CH2:31][CH2:30][O:29][CH2:28][CH2:27]3)[N:3]=2)[C:36]2[CH:42]=[CH:41][CH:40]=[CH:39][C:37]=2[N:38]=1)[CH3:33]. (3) Given the reactants [Br:1][C:2]1[S:11][C:5]2[N:6]=[CH:7][N:8]=[C:9](Cl)[C:4]=2[C:3]=1[I:12].[OH:13][C@H:14]([CH2:19][C:20]1[CH:25]=[CH:24][CH:23]=[CH:22][CH:21]=1)[C:15]([O:17][CH3:18])=[O:16].C(=O)([O-])[O-].[Cs+].[Cs+].CS(C)=O, predict the reaction product. The product is: [Br:1][C:2]1[S:11][C:5]2[N:6]=[CH:7][N:8]=[C:9]([O:13][C@H:14]([CH2:19][C:20]3[CH:25]=[CH:24][CH:23]=[CH:22][CH:21]=3)[C:15]([O:17][CH3:18])=[O:16])[C:4]=2[C:3]=1[I:12]. (4) Given the reactants [CH2:1]([C:5]1([CH3:31])[CH2:10][CH2:9][N:8]([C:11]2[C:12]3[N:13]([N:24]=[C:25]([C:27]([O:29][CH3:30])=[O:28])[CH:26]=3)[CH:14]=[C:15]([CH3:23])[C:16]=2[C:17](=[O:22])[C:18]([O:20][CH3:21])=[O:19])[CH2:7][CH2:6]1)[CH2:2][CH:3]=[CH2:4].CB1N2CCC[C@@H]2C(C2C=CC=CC=2)(C2C=CC=CC=2)O1.C1(C)C=CC=CC=1, predict the reaction product. The product is: [CH2:1]([C:5]1([CH3:31])[CH2:10][CH2:9][N:8]([C:11]2[C:12]3[N:13]([N:24]=[C:25]([C:27]([O:29][CH3:30])=[O:28])[CH:26]=3)[CH:14]=[C:15]([CH3:23])[C:16]=2[C@H:17]([OH:22])[C:18]([O:20][CH3:21])=[O:19])[CH2:7][CH2:6]1)[CH2:2][CH:3]=[CH2:4]. (5) Given the reactants [CH2:1]([N:3]1[C:7]2[CH:8]=[CH:9][C:10]([C:12]([OH:14])=O)=[CH:11][C:6]=2[N:5]=[C:4]1[NH:15][C:16]1[S:17][C:18]2[CH:24]=[C:23]([O:25][C:26]([F:29])([F:28])[F:27])[CH:22]=[CH:21][C:19]=2[N:20]=1)[CH3:2].[CH2:30]([O:32][CH2:33][CH2:34][NH2:35])[CH3:31].C1C=CC(P(N=[N+]=[N-])(C2C=CC=CC=2)=O)=CC=1.CCN(C(C)C)C(C)C, predict the reaction product. The product is: [CH2:30]([O:32][CH2:33][CH2:34][NH:35][C:12]([C:10]1[CH:9]=[CH:8][C:7]2[N:3]([CH2:1][CH3:2])[C:4]([NH:15][C:16]3[S:17][C:18]4[CH:24]=[C:23]([O:25][C:26]([F:28])([F:29])[F:27])[CH:22]=[CH:21][C:19]=4[N:20]=3)=[N:5][C:6]=2[CH:11]=1)=[O:14])[CH3:31]. (6) Given the reactants [Cl:1][C:2]1[CH:3]=[C:4]([NH:8][C:9]2[N:14]=[C:13]([CH:15]3[CH2:17][CH2:16]3)[C:12]([CH:18]=O)=[CH:11][N:10]=2)[CH:5]=[CH:6][CH:7]=1.[NH2:20][CH:21]1[CH2:24][CH2:23][CH2:22]1.C(O)(=O)C.C([BH3-])#N, predict the reaction product. The product is: [Cl:1][C:2]1[CH:3]=[C:4]([NH:8][C:9]2[N:14]=[C:13]([CH:15]3[CH2:17][CH2:16]3)[C:12]([CH2:18][NH:20][CH:21]3[CH2:24][CH2:23][CH2:22]3)=[CH:11][N:10]=2)[CH:5]=[CH:6][CH:7]=1. (7) Given the reactants [O:1]=[CH:2][C@@H:3]([C@H:5]([C@H:7]([CH2:9][OH:10])[OH:8])[OH:6])[OH:4].O=C[C@@H]([C@H]([C@H]([C@@H](CO)O)O)O)O, predict the reaction product. The product is: [O:1]=[CH:2][C@@H:3]([C@H:5]([C@@H:7]([CH2:9][OH:10])[OH:8])[OH:6])[OH:4].